From a dataset of NCI-60 drug combinations with 297,098 pairs across 59 cell lines. Regression. Given two drug SMILES strings and cell line genomic features, predict the synergy score measuring deviation from expected non-interaction effect. Drug 1: CC12CCC(CC1=CCC3C2CCC4(C3CC=C4C5=CN=CC=C5)C)O. Drug 2: CCC1=CC2CC(C3=C(CN(C2)C1)C4=CC=CC=C4N3)(C5=C(C=C6C(=C5)C78CCN9C7C(C=CC9)(C(C(C8N6C)(C(=O)OC)O)OC(=O)C)CC)OC)C(=O)OC.C(C(C(=O)O)O)(C(=O)O)O. Cell line: BT-549. Synergy scores: CSS=62.5, Synergy_ZIP=24.8, Synergy_Bliss=18.6, Synergy_Loewe=-18.1, Synergy_HSA=18.5.